This data is from Reaction yield outcomes from USPTO patents with 853,638 reactions. The task is: Predict the reaction yield, written as a fraction of the theoretical maximum amount of product (1.0 means a 100% yield; for example, 0.34 means a 34% yield). The reactants are Br[C:2]1[CH:3]=[C:4]([CH:13]=[CH:14][C:15]=1[Cl:16])[O:5][Si:6]([C:9]([CH3:12])([CH3:11])[CH3:10])([CH3:8])[CH3:7].[Cl:17][C:18]1[CH:23]=[C:22]([Cl:24])[CH:21]=[CH:20][C:19]=1[C@H:25]([NH2:27])[CH3:26].CC(C)([O-])C.[Na+]. The catalyst is C1(C)C=CC=CC=1.C([O-])(=O)C.[Pd+2].C([O-])(=O)C.C1(P(C2C=CC=CC=2)C2C=CC3C(=CC=CC=3)C=2C2C3C(=CC=CC=3)C=CC=2P(C2C=CC=CC=2)C2C=CC=CC=2)C=CC=CC=1. The product is [Si:6]([O:5][C:4]1[CH:13]=[CH:14][C:15]([Cl:16])=[C:2]([CH:3]=1)[NH:27][C@@H:25]([C:19]1[CH:20]=[CH:21][C:22]([Cl:24])=[CH:23][C:18]=1[Cl:17])[CH3:26])([C:9]([CH3:12])([CH3:11])[CH3:10])([CH3:8])[CH3:7]. The yield is 0.920.